This data is from Full USPTO retrosynthesis dataset with 1.9M reactions from patents (1976-2016). The task is: Predict the reactants needed to synthesize the given product. (1) The reactants are: C[Si](C)(C)[C:3]1[S:4][C:5]([C:8]2([OH:18])[CH2:17][CH2:16][C:11]3([O:15][CH2:14][CH2:13][O:12]3)[CH2:10][CH2:9]2)=[CH:6][N:7]=1.CCCC[N+](CCCC)(CCCC)CCCC.[F-]. Given the product [S:4]1[C:5]([C:8]2([OH:18])[CH2:9][CH2:10][C:11]3([O:15][CH2:14][CH2:13][O:12]3)[CH2:16][CH2:17]2)=[CH:6][N:7]=[CH:3]1, predict the reactants needed to synthesize it. (2) Given the product [F:14][C:2]([F:1])([F:15])[CH2:3][O:4][C:5]1[N:10]=[CH:9][C:8]([C:11]([NH:23][C:22]2[CH:24]=[CH:25][C:19]([O:18][CH2:16][CH3:17])=[CH:20][C:21]=2[N+:26]([O-:28])=[O:27])=[O:13])=[CH:7][CH:6]=1, predict the reactants needed to synthesize it. The reactants are: [F:1][C:2]([F:15])([F:14])[CH2:3][O:4][C:5]1[N:10]=[CH:9][C:8]([C:11]([OH:13])=O)=[CH:7][CH:6]=1.[CH2:16]([O:18][C:19]1[CH:25]=[CH:24][C:22]([NH2:23])=[C:21]([N+:26]([O-:28])=[O:27])[CH:20]=1)[CH3:17]. (3) Given the product [F:1][CH:2]([F:25])[O:3][C:4]1[CH:5]=[CH:6][C:7]([CH:10]([NH2:14])[CH2:11][O:12][CH3:13])=[CH:8][CH:9]=1, predict the reactants needed to synthesize it. The reactants are: [F:1][CH:2]([F:25])[O:3][C:4]1[CH:9]=[CH:8][C:7]([CH:10]([NH:14]C(=O)OCC2C=CC=CC=2)[CH2:11][O:12][CH3:13])=[CH:6][CH:5]=1.[H][H]. (4) Given the product [CH3:23][N:17]1[CH2:16][CH2:15][C:14]2[C:20]([I:22])=[CH:21][C:11]([S:8]([C:5]3[CH:6]=[CH:7][C:2]([F:1])=[CH:3][CH:4]=3)(=[O:9])=[O:10])=[CH:12][C:13]=2[CH2:19][CH2:18]1, predict the reactants needed to synthesize it. The reactants are: [F:1][C:2]1[CH:7]=[CH:6][C:5]([S:8]([C:11]2[CH:21]=[C:20]([I:22])[C:14]3[CH2:15][CH2:16][NH:17][CH2:18][CH2:19][C:13]=3[CH:12]=2)(=[O:10])=[O:9])=[CH:4][CH:3]=1.[C:23](O[BH-](OC(=O)C)OC(=O)C)(=O)C.[Na+].C=O.O. (5) Given the product [N:5]1([S:9]([C:12]2[C:13]([OH:20])=[C:14]([NH:15][C:29]([NH:28][C:23]3[CH:24]=[CH:25][CH:26]=[CH:27][C:22]=3[Br:21])=[O:30])[CH:16]=[CH:17][C:18]=2[Cl:19])(=[O:11])=[O:10])[CH2:8][CH2:7][CH2:6]1, predict the reactants needed to synthesize it. The reactants are: NC(N)=O.[N:5]1([S:9]([C:12]2[C:13]([OH:20])=[C:14]([CH:16]=[CH:17][C:18]=2[Cl:19])[NH2:15])(=[O:11])=[O:10])[CH2:8][CH2:7][CH2:6]1.[Br:21][C:22]1[CH:27]=[CH:26][CH:25]=[CH:24][C:23]=1[N:28]=[C:29]=[O:30]. (6) Given the product [S:1]1[CH:5]=[CH:4][CH:3]=[C:2]1[S:6]([NH:9][C:10]1[CH:11]=[CH:12][CH:13]=[C:14]2[C:18]=1[NH:17][C:16]([C:19]1[S:21][CH:23]=[C:24]([C:25]([O:27][CH2:28][CH3:29])=[O:26])[N:20]=1)=[CH:15]2)(=[O:7])=[O:8], predict the reactants needed to synthesize it. The reactants are: [S:1]1[CH:5]=[CH:4][CH:3]=[C:2]1[S:6]([NH:9][C:10]1[CH:11]=[CH:12][CH:13]=[C:14]2[C:18]=1[NH:17][C:16]([C:19](=[S:21])[NH2:20])=[CH:15]2)(=[O:8])=[O:7].Br[CH2:23][C:24](=O)[C:25]([O:27][CH2:28][CH3:29])=[O:26].C(O)C.CN(C)C(=O)C.